Dataset: Full USPTO retrosynthesis dataset with 1.9M reactions from patents (1976-2016). Task: Predict the reactants needed to synthesize the given product. (1) Given the product [C:42]([S:44][CH2:17][C@H:5]1[N:4]([CH2:3][C@H:2]([OH:1])[C:19]2[C:20]([CH3:29])=[C:21]3[C:25](=[CH:26][CH:27]=2)[C:24](=[O:28])[O:23][CH2:22]3)[CH2:9][CH2:8][N:7]([C:10]([O:12][C:13]([CH3:14])([CH3:16])[CH3:15])=[O:11])[CH2:6]1)(=[O:45])[CH3:43], predict the reactants needed to synthesize it. The reactants are: [OH:1][C@H:2]([C:19]1[C:20]([CH3:29])=[C:21]2[C:25](=[CH:26][CH:27]=1)[C:24](=[O:28])[O:23][CH2:22]2)[CH2:3][N:4]1[CH2:9][CH2:8][N:7]([C:10]([O:12][C:13]([CH3:16])([CH3:15])[CH3:14])=[O:11])[CH2:6][C@H:5]1[CH2:17]O.C(N(CC)CC)C.CS(Cl)(=O)=O.[C:42]([O-:45])(=[S:44])[CH3:43].[K+]. (2) The reactants are: Br[C:2]1[CH:7]=[CH:6][CH:5]=[CH:4][C:3]=1[S:8][CH2:9][C:10]([N:12]([CH:22]([CH3:24])[CH3:23])[NH:13][C:14](=[O:21])[C:15]1[CH:20]=[CH:19][CH:18]=[CH:17][CH:16]=1)=[O:11].C([O-])([O-])=O.[Na+].[Na+].[C:31]1(B(O)O)[CH:36]=[CH:35][CH:34]=[CH:33][CH:32]=1. Given the product [C:2]1([C:31]2[CH:36]=[CH:35][CH:34]=[CH:33][CH:32]=2)[CH:7]=[CH:6][CH:5]=[CH:4][C:3]=1[S:8][CH2:9][C:10]([N:12]([CH:22]([CH3:24])[CH3:23])[NH:13][C:14](=[O:21])[C:15]1[CH:20]=[CH:19][CH:18]=[CH:17][CH:16]=1)=[O:11], predict the reactants needed to synthesize it. (3) Given the product [CH2:18]([O:17][C:9]1[CH:8]=[C:7]([CH:12]=[C:11]([C:13]([F:14])([F:15])[F:16])[CH:10]=1)[C:6]([OH:22])=[O:5])[CH2:19][CH:20]=[CH2:21], predict the reactants needed to synthesize it. The reactants are: C([O:5][C:6](=[O:22])[C:7]1[CH:12]=[C:11]([C:13]([F:16])([F:15])[F:14])[CH:10]=[C:9]([O:17][CH2:18][CH2:19][CH:20]=[CH2:21])[CH:8]=1)CC=C.[OH-].[Na+].Cl. (4) Given the product [CH:27]1([CH2:26][N:10]2[C:9]3[N:8]=[C:7]([CH2:6][C:5]4[CH:4]=[CH:3][C:2]([NH:1][S:38]([C:36]5[CH:35]=[N:34][N:33]([CH3:32])[CH:37]=5)(=[O:40])=[O:39])=[CH:31][CH:30]=4)[NH:15][C:14]=3[C:13](=[O:16])[N:12]([CH2:17][C:18]3[CH:23]=[CH:22][CH:21]=[CH:20][C:19]=3[F:24])[C:11]2=[O:25])[CH2:28][CH2:29]1, predict the reactants needed to synthesize it. The reactants are: [NH2:1][C:2]1[CH:31]=[CH:30][C:5]([CH2:6][C:7]2[NH:15][C:14]3[C:13](=[O:16])[N:12]([CH2:17][C:18]4[CH:23]=[CH:22][CH:21]=[CH:20][C:19]=4[F:24])[C:11](=[O:25])[N:10]([CH2:26][CH:27]4[CH2:29][CH2:28]4)[C:9]=3[N:8]=2)=[CH:4][CH:3]=1.[CH3:32][N:33]1[CH:37]=[C:36]([S:38](Cl)(=[O:40])=[O:39])[CH:35]=[N:34]1. (5) Given the product [Cl:26][C:21]1[CH:20]=[C:19]2[C:24](=[CH:23][CH:22]=1)[N:1]([CH2:10][C:14]([OH:15])=[O:17])[C:2]([CH3:3])=[C:25]2[C:9]1[CH:8]=[CH:7][CH:6]=[C:5]2[C:10]=1[N:1]=[CH:2][CH:3]=[CH:4]2, predict the reactants needed to synthesize it. The reactants are: [N:1]1[C:10]2[C:5](=[CH:6][CH:7]=[C:8](B(O)O)[CH:9]=2)[CH:4]=[CH:3][CH:2]=1.[C:14](=[O:17])(O)[O-:15].[Na+].[C:19]1([CH3:25])[CH:24]=[CH:23][CH:22]=[CH:21][CH:20]=1.[Cl-:26].[Li+]. (6) Given the product [CH3:28][C:29]([S:32]([NH:34][CH2:22][C:21]1[CH:24]=[CH:25][CH:26]=[CH:27][C:20]=1[S:17]([C:14]1[CH:13]=[CH:12][C:11](/[CH:10]=[CH:9]/[C:3]2[CH:4]=[CH:5][C:6]([F:8])=[CH:7][CH:2]=2)=[CH:16][CH:15]=1)(=[O:18])=[O:19])=[O:33])([CH3:31])[CH3:30], predict the reactants needed to synthesize it. The reactants are: F[C:2]1[CH:7]=[C:6]([F:8])[CH:5]=[CH:4][C:3]=1/[CH:9]=[CH:10]/[C:11]1[CH:16]=[CH:15][C:14]([S:17]([C:20]2[CH:27]=[CH:26][CH:25]=[CH:24][C:21]=2[CH:22]=O)(=[O:19])=[O:18])=[CH:13][CH:12]=1.[CH3:28][C:29]([S:32]([NH2:34])=[O:33])([CH3:31])[CH3:30].[BH4-].[Na+].O. (7) Given the product [C:2]1([NH:1][C:22]([C:17]2[CH:18]=[CH:19][CH:20]=[CH:21][N:16]=2)=[O:23])[CH:7]=[CH:6][CH:5]=[CH:4][CH:3]=1, predict the reactants needed to synthesize it. The reactants are: [NH2:1][C:2]1[CH:7]=[CH:6][CH:5]=[CH:4][CH:3]=1.C(N(CC)CC)C.Cl.[N:16]1[CH:21]=[CH:20][CH:19]=[CH:18][C:17]=1[C:22](Cl)=[O:23]. (8) Given the product [C:4]([O:3][C:1]([NH:8][CH:9]([CH:10]([CH3:11])[CH3:12])[C:13]([O:15][CH2:20][CH2:19][CH2:18][CH2:17][Cl:16])=[O:14])=[O:2])([CH3:5])([CH3:7])[CH3:6], predict the reactants needed to synthesize it. The reactants are: [C:1]([NH:8][C@H:9]([C:13]([OH:15])=[O:14])[CH:10]([CH3:12])[CH3:11])([O:3][C:4]([CH3:7])([CH3:6])[CH3:5])=[O:2].[Cl:16][CH2:17][CH2:18][CH2:19][CH2:20]O.ON1C2C=CC=CC=2N=N1.CN1CCOCC1.F[P-](F)(F)(F)(F)F.C[N+](C)=C(N(C)C)ON1C2C=CC=CC=2N=N1. (9) The reactants are: [CH2:1]([NH:3][C:4]([C:6]1[S:7][CH:8]=[CH:9][C:10]=1[CH3:11])=[O:5])[CH3:2].[Br:12]N1C(=O)CCC1=O. Given the product [Br:12][C:8]1[S:7][C:6]([C:4]([NH:3][CH2:1][CH3:2])=[O:5])=[C:10]([CH3:11])[CH:9]=1, predict the reactants needed to synthesize it.